From a dataset of Forward reaction prediction with 1.9M reactions from USPTO patents (1976-2016). Predict the product of the given reaction. (1) Given the reactants C(OC(=O)[NH:7][CH2:8][CH2:9][N:10]([CH2:25][C:26]1[CH:31]=[CH:30][C:29]([Cl:32])=[CH:28][CH:27]=1)[C:11](=[O:24])[C:12]1[CH:17]=[CH:16][C:15]([C:18]2[CH:23]=[CH:22][N:21]=[CH:20][CH:19]=2)=[CH:14][CH:13]=1)(C)(C)C.[ClH:34], predict the reaction product. The product is: [ClH:32].[ClH:34].[NH2:7][CH2:8][CH2:9][N:10]([CH2:25][C:26]1[CH:27]=[CH:28][C:29]([Cl:32])=[CH:30][CH:31]=1)[C:11](=[O:24])[C:12]1[CH:17]=[CH:16][C:15]([C:18]2[CH:19]=[CH:20][N:21]=[CH:22][CH:23]=2)=[CH:14][CH:13]=1. (2) Given the reactants [NH2:1][C:2]1[CH:7]=[CH:6][CH:5]=[C:4]([NH2:8])[N:3]=1.[N+]([O-])([O-])=O.[Co+2:13].[N+]([O-])([O-])=O, predict the reaction product. The product is: [NH2:1][C:2]1[CH:7]=[CH:6][CH:5]=[C:4]([NH2:8])[N:3]=1.[Co:13].